This data is from Reaction yield outcomes from USPTO patents with 853,638 reactions. The task is: Predict the reaction yield, written as a fraction of the theoretical maximum amount of product (1.0 means a 100% yield; for example, 0.34 means a 34% yield). The reactants are [CH3:1][N:2]1[CH2:7][CH2:6][O:5][C@@H:4]([CH2:8][OH:9])[CH2:3]1.[H-].[Na+].[N+](C1C=CC([O:21][C:22]([N:24]2[CH2:29][CH2:28][N:27]([C:30]3[CH:35]=[CH:34][C:33]([F:36])=[CH:32][CH:31]=3)[CH2:26][CH2:25]2)=O)=CC=1)([O-])=O. The catalyst is C1COCC1. The product is [F:36][C:33]1[CH:32]=[CH:31][C:30]([N:27]2[CH2:26][CH2:25][N:24]([C:22]([O:9][CH2:8][C@@H:4]3[O:5][CH2:6][CH2:7][N:2]([CH3:1])[CH2:3]3)=[O:21])[CH2:29][CH2:28]2)=[CH:35][CH:34]=1. The yield is 0.280.